From a dataset of Forward reaction prediction with 1.9M reactions from USPTO patents (1976-2016). Predict the product of the given reaction. Given the reactants [C:1]([O:5][C:6]([NH:8][C@@H:9]([CH2:28][C:29]1[CH:34]=[CH:33][CH:32]=[CH:31][CH:30]=1)[C@@H:10]([OH:27])[C@@H:11]([NH:15][CH2:16][C:17]1[CH:22]=[CH:21][C:20]([O:23][CH3:24])=[CH:19][C:18]=1[O:25][CH3:26])[C:12]([OH:14])=O)=[O:7])([CH3:4])([CH3:3])[CH3:2].[NH2:35][C@@H:36]([CH:50]([CH3:52])[CH3:51])[C:37]([NH:39][CH2:40][C:41]1[CH:46]=[CH:45][C:44]([O:47][CH3:48])=[CH:43][C:42]=1[OH:49])=[O:38], predict the reaction product. The product is: [C:1]([O:5][C:6](=[O:7])[NH:8][C@@H:9]([CH2:28][C:29]1[CH:30]=[CH:31][CH:32]=[CH:33][CH:34]=1)[C@@H:10]([OH:27])[C@@H:11]([NH:15][CH2:16][C:17]1[CH:22]=[CH:21][C:20]([O:23][CH3:24])=[CH:19][C:18]=1[O:25][CH3:26])[C:12](=[O:14])[NH:35][C@H:36]([C:37](=[O:38])[NH:39][CH2:40][C:41]1[CH:46]=[CH:45][C:44]([O:47][CH3:48])=[CH:43][C:42]=1[OH:49])[CH:50]([CH3:52])[CH3:51])([CH3:4])([CH3:2])[CH3:3].